Predict the reactants needed to synthesize the given product. From a dataset of Full USPTO retrosynthesis dataset with 1.9M reactions from patents (1976-2016). (1) Given the product [Cl:20][C:21]1[CH:22]=[CH:23][C:24]([S:27]([C:30](=[CH:18][C:17]2[C:16]3[C:11](=[CH:12][CH:13]=[CH:14][CH:15]=3)[NH:10][C:9]=2/[CH:1]=[CH:2]/[C:3]2[CH:8]=[CH:7][CH:6]=[CH:5][CH:4]=2)[C:31]#[N:32])(=[O:28])=[O:29])=[CH:25][CH:26]=1, predict the reactants needed to synthesize it. The reactants are: [CH:1]([C:9]1[NH:10][C:11]2[C:16]([C:17]=1[CH:18]=O)=[CH:15][CH:14]=[CH:13][CH:12]=2)=[CH:2][C:3]1[CH:8]=[CH:7][CH:6]=[CH:5][CH:4]=1.[Cl:20][C:21]1[CH:26]=[CH:25][C:24]([S:27]([CH2:30][C:31]#[N:32])(=[O:29])=[O:28])=[CH:23][CH:22]=1. (2) Given the product [C:21]([O:25][C:26]([NH:28][C@@H:29]([C:31]([N:17]1[CH2:18][CH2:19][CH2:20][N:14]([S:11]([C:6]2[C:5]3[CH:4]=[CH:3][N:2]=[CH:1][C:10]=3[CH:9]=[CH:8][CH:7]=2)(=[O:12])=[O:13])[CH2:15][CH2:16]1)=[O:32])[CH3:30])=[O:27])([CH3:23])([CH3:24])[CH3:22], predict the reactants needed to synthesize it. The reactants are: [CH:1]1[C:10]2[CH:9]=[CH:8][CH:7]=[C:6]([S:11]([N:14]3[CH2:20][CH2:19][CH2:18][NH:17][CH2:16][CH2:15]3)(=[O:13])=[O:12])[C:5]=2[CH:4]=[CH:3][N:2]=1.[C:21]([O:25][C:26]([NH:28][C@@H:29]([C:31](O)=[O:32])[CH3:30])=[O:27])([CH3:24])([CH3:23])[CH3:22]. (3) Given the product [Cl:14][C:15]1[CH:16]=[C:17]([NH:23][C:11]([C:8]2[C:9]3[CH2:10][C:2](=[O:1])[NH:3][C:4]=3[CH:5]=[CH:6][CH:7]=2)=[O:13])[CH:18]=[CH:19][C:20]=1[O:21][CH3:22], predict the reactants needed to synthesize it. The reactants are: [O:1]=[C:2]1[CH2:10][C:9]2[C:8]([C:11]([OH:13])=O)=[CH:7][CH:6]=[CH:5][C:4]=2[NH:3]1.[Cl:14][C:15]1[CH:16]=[C:17]([NH2:23])[CH:18]=[CH:19][C:20]=1[O:21][CH3:22].F[P-](F)(F)(F)(F)F.N1(O[P+](N(C)C)(N(C)C)N(C)C)C2C=CC=CC=2N=N1. (4) Given the product [F:34][C:2]([F:1])([F:33])[C:3]1[CH:4]=[C:5]([C@H:13]([O:15][C@H:16]2[O:24][CH2:23][C@@H:19]3[CH2:20][NH:21][CH2:22][C@H:18]3[C@@H:17]2[C:25]2[CH:30]=[C:29]([I:42])[C:28]([F:31])=[CH:27][C:26]=2[CH3:32])[CH3:14])[CH:6]=[C:7]([C:9]([F:12])([F:10])[F:11])[CH:8]=1, predict the reactants needed to synthesize it. The reactants are: [F:1][C:2]([F:34])([F:33])[C:3]1[CH:4]=[C:5]([C@H:13]([O:15][C@H:16]2[O:24][CH2:23][C@@H:19]3[CH2:20][NH:21][CH2:22][C@H:18]3[C@@H:17]2[C:25]2[CH:30]=[CH:29][C:28]([F:31])=[CH:27][C:26]=2[CH3:32])[CH3:14])[CH:6]=[C:7]([C:9]([F:12])([F:11])[F:10])[CH:8]=1.C1C(=O)N([I:42])C(=O)C1. (5) Given the product [I:12][C:3]1[C:4]2[C:9](=[C:8]([CH:10]=[O:11])[CH:7]=[CH:6][CH:5]=2)[NH:1][CH:2]=1, predict the reactants needed to synthesize it. The reactants are: [NH:1]1[C:9]2[C:4](=[CH:5][CH:6]=[CH:7][C:8]=2[CH:10]=[O:11])[CH:3]=[CH:2]1.[I:12]I.[OH-].[K+].